From a dataset of NCI-60 drug combinations with 297,098 pairs across 59 cell lines. Regression. Given two drug SMILES strings and cell line genomic features, predict the synergy score measuring deviation from expected non-interaction effect. (1) Cell line: UACC62. Drug 2: C1=C(C(=O)NC(=O)N1)N(CCCl)CCCl. Drug 1: COC1=CC(=CC(=C1O)OC)C2C3C(COC3=O)C(C4=CC5=C(C=C24)OCO5)OC6C(C(C7C(O6)COC(O7)C8=CC=CS8)O)O. Synergy scores: CSS=42.3, Synergy_ZIP=-8.62, Synergy_Bliss=-1.57, Synergy_Loewe=1.00, Synergy_HSA=3.29. (2) Drug 1: CCC(=C(C1=CC=CC=C1)C2=CC=C(C=C2)OCCN(C)C)C3=CC=CC=C3.C(C(=O)O)C(CC(=O)O)(C(=O)O)O. Drug 2: C1C(C(OC1N2C=NC3=C2NC=NCC3O)CO)O. Cell line: NCI-H322M. Synergy scores: CSS=-0.836, Synergy_ZIP=-0.0400, Synergy_Bliss=-1.71, Synergy_Loewe=-1.66, Synergy_HSA=-2.89. (3) Drug 1: CCC1(CC2CC(C3=C(CCN(C2)C1)C4=CC=CC=C4N3)(C5=C(C=C6C(=C5)C78CCN9C7C(C=CC9)(C(C(C8N6C=O)(C(=O)OC)O)OC(=O)C)CC)OC)C(=O)OC)O.OS(=O)(=O)O. Drug 2: CN(CCCl)CCCl.Cl. Cell line: OVCAR-4. Synergy scores: CSS=5.18, Synergy_ZIP=3.48, Synergy_Bliss=2.81, Synergy_Loewe=0.248, Synergy_HSA=1.54. (4) Drug 1: CN1CCC(CC1)COC2=C(C=C3C(=C2)N=CN=C3NC4=C(C=C(C=C4)Br)F)OC. Drug 2: C1C(C(OC1N2C=C(C(=O)NC2=O)F)CO)O. Cell line: MALME-3M. Synergy scores: CSS=8.64, Synergy_ZIP=-4.79, Synergy_Bliss=-2.15, Synergy_Loewe=-3.43, Synergy_HSA=-1.40. (5) Drug 1: CC1=CC2C(CCC3(C2CCC3(C(=O)C)OC(=O)C)C)C4(C1=CC(=O)CC4)C. Drug 2: CS(=O)(=O)OCCCCOS(=O)(=O)C. Cell line: SF-295. Synergy scores: CSS=2.27, Synergy_ZIP=-1.69, Synergy_Bliss=-2.69, Synergy_Loewe=-6.67, Synergy_HSA=-5.37.